From a dataset of Full USPTO retrosynthesis dataset with 1.9M reactions from patents (1976-2016). Predict the reactants needed to synthesize the given product. (1) Given the product [CH2:23]([O:22][C:20](=[O:21])[C:19]([S:9]([C:6]1[CH:7]=[N:8][C:3]([Cl:2])=[CH:4][CH:5]=1)(=[O:11])=[O:10])([CH3:26])[CH3:25])[CH3:24], predict the reactants needed to synthesize it. The reactants are: [Na+].[Cl:2][C:3]1[N:8]=[CH:7][C:6]([S:9]([O-:11])=[O:10])=[CH:5][CH:4]=1.N1C=CC=CC=1.Br[C:19]([CH3:26])([CH3:25])[C:20]([O:22][CH2:23][CH3:24])=[O:21]. (2) Given the product [Cl:1][C:2]1[C:7]([Cl:8])=[C:6]([Cl:9])[N:5]=[C:4]([C:10]([O:12][CH2:13][C:15]2[CH:20]=[CH:19][CH:18]=[CH:17][CH:16]=2)=[O:11])[CH:3]=1, predict the reactants needed to synthesize it. The reactants are: [Cl:1][C:2]1[C:7]([Cl:8])=[C:6]([Cl:9])[N:5]=[C:4]([C:10]([O:12][CH3:13])=[O:11])[CH:3]=1.C(O)[C:15]1[CH:20]=[CH:19][CH:18]=[CH:17][CH:16]=1. (3) Given the product [C:20]([N:19]([CH3:18])[C:15]([C:7]1[CH:6]=[CH:5][C:4]([CH:1]2[CH2:2][CH2:3]2)=[C:9]([O:10][CH2:11][CH:12]2[CH2:13][CH2:14]2)[N:8]=1)=[O:17])([CH3:23])([CH3:22])[CH3:21], predict the reactants needed to synthesize it. The reactants are: [CH:1]1([C:4]2[CH:5]=[CH:6][C:7]([C:15]([OH:17])=O)=[N:8][C:9]=2[O:10][CH2:11][CH:12]2[CH2:14][CH2:13]2)[CH2:3][CH2:2]1.[CH3:18][NH:19][C:20]([CH3:23])([CH3:22])[CH3:21].CN(C(ON1N=NC2C=CC=CC1=2)=[N+](C)C)C.[B-](F)(F)(F)F.CCN(C(C)C)C(C)C. (4) The reactants are: [Cl:1][C:2]1[C:3]([NH:15][C:16]2[CH:21]=[CH:20][C:19]([N:22]3[CH2:27][CH2:26][P:25]([CH3:29])(=[O:28])[CH2:24][CH2:23]3)=[CH:18][C:17]=2[O:30][CH3:31])=[N:4][C:5]([NH:8][CH2:9]C2SC=CC=2)=[N:6][CH:7]=1.[F:32][C:33]1[CH:45]=[CH:44][C:36]([CH2:37][N:38]2[CH:42]=C[C:40](N)=[CH:39]2)=[CH:35][CH:34]=1. Given the product [Cl:1][C:2]1[C:3]([NH:15][C:16]2[CH:21]=[CH:20][C:19]([N:22]3[CH2:27][CH2:26][P:25]([CH3:29])(=[O:28])[CH2:24][CH2:23]3)=[CH:18][C:17]=2[O:30][CH3:31])=[N:4][C:5]([NH:8][C:9]2[CH:40]=[CH:39][N:38]([CH2:37][C:36]3[CH:35]=[CH:34][C:33]([F:32])=[CH:45][CH:44]=3)[CH:42]=2)=[N:6][CH:7]=1, predict the reactants needed to synthesize it.